From a dataset of Full USPTO retrosynthesis dataset with 1.9M reactions from patents (1976-2016). Predict the reactants needed to synthesize the given product. (1) Given the product [O:1]=[C:2]1[C:6]2([CH2:11][CH2:10][N:9]([CH2:37][CH2:38][CH2:39][CH:40]3[C:48]4[C:43](=[CH:44][CH:45]=[CH:46][CH:47]=4)[NH:42][C:41]3=[O:49])[CH2:8][CH2:7]2)[N:5]([C:12]2[CH:13]=[CH:14][CH:15]=[CH:16][CH:17]=2)[CH2:4][N:3]1[CH2:18][C:19]1[CH:20]=[C:21]([CH:29]=[CH:30][CH:31]=1)[C:22]([O:24][C:25]([CH3:28])([CH3:26])[CH3:27])=[O:23], predict the reactants needed to synthesize it. The reactants are: [O:1]=[C:2]1[C:6]2([CH2:11][CH2:10][NH:9][CH2:8][CH2:7]2)[N:5]([C:12]2[CH:17]=[CH:16][CH:15]=[CH:14][CH:13]=2)[CH2:4][N:3]1[CH2:18][C:19]1[CH:20]=[C:21]([CH:29]=[CH:30][CH:31]=1)[C:22]([O:24][C:25]([CH3:28])([CH3:27])[CH3:26])=[O:23].CS(O[CH2:37][CH2:38][CH2:39][CH:40]1[C:48]2[C:43](=[CH:44][CH:45]=[CH:46][CH:47]=2)[NH:42][C:41]1=[O:49])(=O)=O.[I-].[Na+].C(=O)([O-])[O-].[K+].[K+]. (2) Given the product [C:1]1([C:7]2[C:8]([C:9]3[CH:14]=[N:13][C:12]([S:15]([C:18]4[CH:23]=[CH:22][CH:21]=[CH:20][CH:19]=4)(=[O:17])=[O:16])=[CH:11][CH:10]=3)=[C:33]3[CH:34]=[N:35][CH:36]=[CH:37][N:32]3[N:31]=2)[CH:2]=[CH:3][CH:4]=[CH:5][CH:6]=1, predict the reactants needed to synthesize it. The reactants are: [C:1]1([C:7]#[C:8][C:9]2[CH:10]=[CH:11][C:12]([S:15]([C:18]3[CH:23]=[CH:22][CH:21]=[CH:20][CH:19]=3)(=[O:17])=[O:16])=[N:13][CH:14]=2)[CH:6]=[CH:5][CH:4]=[CH:3][CH:2]=1.C([O-])([O-])=O.[K+].[K+].[I-].[NH2:31][N+:32]1[CH:37]=[CH:36][N:35]=[CH:34][CH:33]=1. (3) Given the product [C:1]([O:5][C:6]([N:8]1[C:16]2[C:11](=[CH:12][C:13]([O:17][Si:18]([C:21]([CH3:24])([CH3:23])[CH3:22])([CH3:19])[CH3:20])=[CH:14][CH:15]=2)[CH:10]=[C:9]1[C:26]1[C:27](=[O:43])[N:28]([CH2:35][O:36][CH2:37][CH2:38][Si:39]([CH3:41])([CH3:40])[CH3:42])[CH:29]=[C:30]([N+:32]([O-:34])=[O:33])[CH:31]=1)=[O:7])([CH3:4])([CH3:3])[CH3:2], predict the reactants needed to synthesize it. The reactants are: [C:1]([O:5][C:6]([N:8]1[C:16]2[C:11](=[CH:12][C:13]([O:17][Si:18]([C:21]([CH3:24])([CH3:23])[CH3:22])([CH3:20])[CH3:19])=[CH:14][CH:15]=2)[CH:10]=[CH:9]1)=[O:7])([CH3:4])([CH3:3])[CH3:2].I[C:26]1[C:27](=[O:43])[N:28]([CH2:35][O:36][CH2:37][CH2:38][Si:39]([CH3:42])([CH3:41])[CH3:40])[CH:29]=[C:30]([N+:32]([O-:34])=[O:33])[CH:31]=1.C(OC(N1C2C(=CC(C(N3CCN(C)CC3)=O)=CC=2)C=C1C1C(=O)N(COCC[Si](C)(C)C)C=C(C(O)=O)C=1)=O)(C)(C)C. (4) The reactants are: [Br:1][C:2]1[CH:3]=[C:4]2[C:12](=[CH:13][CH:14]=1)[NH:11][C:10]1[CH:9]([NH2:15])[CH2:8][CH2:7][CH2:6][C:5]2=1.[C:16](Cl)(=[O:25])[CH:17]=[CH:18][C:19]1[CH:24]=[CH:23][CH:22]=[CH:21][CH:20]=1. Given the product [Br:1][C:2]1[CH:3]=[C:4]2[C:12](=[CH:13][CH:14]=1)[NH:11][C:10]1[CH:9]([NH:15][C:16](=[O:25])[CH:17]=[CH:18][C:19]3[CH:24]=[CH:23][CH:22]=[CH:21][CH:20]=3)[CH2:8][CH2:7][CH2:6][C:5]2=1, predict the reactants needed to synthesize it. (5) Given the product [CH2:22]1[O:23][C@H:17]2[C@H:15]([OH:16])[C@H:14]([O:6][C@@H:5]([C@@H:7]([OH:8])[C@H:9]([OH:10])[CH2:11][OH:12])[C@@H:3]([OH:4])[CH:2]=[O:1])[O:21][C@@H:20]1[CH:18]2[OH:19], predict the reactants needed to synthesize it. The reactants are: [O:1]=[CH:2][C@@H:3]([C@H:5]([C@H:7]([C@@H:9]([CH2:11][OH:12])[OH:10])[OH:8])[OH:6])[OH:4].O=[CH:14][C@H:15]([C@@H:17]1[O:23][CH2:22][C@H:20]([OH:21])[C@H:18]1[OH:19])[OH:16]. (6) Given the product [C:1]([C:4]1[O:5][C:6]([C:12]2[CH:17]=[CH:16][CH:15]=[CH:14][CH:13]=2)=[CH:7][C:8](=[O:11])[C:9]=1[O:10][CH2:24][C:25]1[CH:30]=[CH:29][CH:28]=[CH:27][CH:26]=1)(=[O:3])[CH3:2], predict the reactants needed to synthesize it. The reactants are: [C:1]([C:4]1[O:5][C:6]([C:12]2[CH:17]=[CH:16][CH:15]=[CH:14][CH:13]=2)=[CH:7][C:8](=[O:11])[C:9]=1[OH:10])(=[O:3])[CH3:2].C(=O)([O-])[O-].[K+].[K+].[CH2:24](Br)[C:25]1[CH:30]=[CH:29][CH:28]=[CH:27][CH:26]=1.CN(C=O)C. (7) Given the product [Cl:1][C:2]1[C:3]([CH2:12][N:13]2[C:17]3[CH:18]=[C:19]([O:23][CH2:24][CH2:25][CH2:26][C:27]([OH:29])=[O:28])[CH:20]=[C:21]([CH3:22])[C:16]=3[N:15]=[C:14]2[O:32][CH2:33][CH3:34])=[N:4][CH:5]=[C:6]([C:8]([F:9])([F:10])[F:11])[CH:7]=1, predict the reactants needed to synthesize it. The reactants are: [Cl:1][C:2]1[C:3]([CH2:12][N:13]2[C:17]3[CH:18]=[C:19]([O:23][CH2:24][CH2:25][CH2:26][C:27]([O:29]CC)=[O:28])[CH:20]=[C:21]([CH3:22])[C:16]=3[N:15]=[C:14]2[O:32][CH2:33][CH3:34])=[N:4][CH:5]=[C:6]([C:8]([F:11])([F:10])[F:9])[CH:7]=1.[OH-].[Na+].Cl. (8) The reactants are: Br[C:2]1[C:3]([N:23]2[CH2:27][CH2:26][C@H:25]([CH2:28][OH:29])[CH2:24]2)=[N:4][CH:5]=[C:6]([CH:22]=1)[C:7]([NH:9][C:10]1[CH:15]=[CH:14][C:13]([O:16][C:17]([F:20])([F:19])[F:18])=[C:12]([F:21])[CH:11]=1)=[O:8].[N:30]1[CH:35]=[C:34](B(O)O)[CH:33]=[N:32][CH:31]=1. Given the product [F:21][C:12]1[CH:11]=[C:10]([NH:9][C:7](=[O:8])[C:6]2[CH:22]=[C:2]([C:34]3[CH:35]=[N:30][CH:31]=[N:32][CH:33]=3)[C:3]([N:23]3[CH2:27][CH2:26][C@H:25]([CH2:28][OH:29])[CH2:24]3)=[N:4][CH:5]=2)[CH:15]=[CH:14][C:13]=1[O:16][C:17]([F:20])([F:19])[F:18], predict the reactants needed to synthesize it. (9) Given the product [F:48][C:2]1([F:1])[CH2:7][C@@H:6]([C:8]([O:10][CH3:11])=[O:9])[C@H:5]([C:12]2[O:32][C:24]([C:25]([F:31])([F:30])[C:26]([F:29])([F:28])[F:27])=[N:14][C:13]=2[C:33]2[CH:38]=[CH:37][C:36]([C:39]([N:41]3[CH2:46][CH2:45][O:44][CH2:43][CH2:42]3)=[O:40])=[CH:35][CH:34]=2)[CH2:4][CH2:3]1, predict the reactants needed to synthesize it. The reactants are: [F:1][C:2]1([F:48])[CH2:7][C@@H:6]([C:8]([O:10][CH3:11])=[O:9])[C@H:5]([C:12](=O)[CH:13]([C:33]2[CH:38]=[CH:37][C:36]([C:39]([N:41]3[CH2:46][CH2:45][O:44][CH2:43][CH2:42]3)=[O:40])=[CH:35][CH:34]=2)[N:14]([C:24](=[O:32])[C:25]([F:31])([F:30])[C:26]([F:29])([F:28])[F:27])C(=O)C(F)(F)C(F)(F)F)[CH2:4][CH2:3]1.C([O-])([O-])=O.[K+].[K+].